Task: Predict the product of the given reaction.. Dataset: Forward reaction prediction with 1.9M reactions from USPTO patents (1976-2016) Given the reactants [H-].[Na+].[C:3]1([OH:9])[CH:8]=[CH:7][CH:6]=[CH:5][CH:4]=1.[I:10][C:11]1[CH:12]=[C:13]2[C:18](=[CH:19][CH:20]=1)[N:17]=[CH:16][N:15]=[C:14]2Cl, predict the reaction product. The product is: [I:10][C:11]1[CH:12]=[C:13]2[C:18](=[CH:19][CH:20]=1)[N:17]=[CH:16][N:15]=[C:14]2[O:9][C:3]1[CH:8]=[CH:7][CH:6]=[CH:5][CH:4]=1.